From a dataset of Reaction yield outcomes from USPTO patents with 853,638 reactions. Predict the reaction yield, written as a fraction of the theoretical maximum amount of product (1.0 means a 100% yield; for example, 0.34 means a 34% yield). (1) The reactants are [CH3:1][C:2]1[C:11]([C:12]([OH:14])=O)=[CH:10][C:9]2[C:4](=[N:5][CH:6]=[CH:7][CH:8]=2)[N:3]=1.C1N=CN(C(N2C=NC=C2)=O)C=1.[NH2:27][CH2:28][C:29]1[CH:34]=[CH:33][C:32]([C:35]2([OH:41])[CH2:40][CH2:39][CH2:38][CH2:37][CH2:36]2)=[CH:31][CH:30]=1.C(Cl)Cl. The catalyst is CCOC(C)=O. The product is [OH:41][C:35]1([C:32]2[CH:31]=[CH:30][C:29]([CH2:28][NH:27][C:12]([C:11]3[C:2]([CH3:1])=[N:3][C:4]4[C:9]([CH:10]=3)=[CH:8][CH:7]=[CH:6][N:5]=4)=[O:14])=[CH:34][CH:33]=2)[CH2:36][CH2:37][CH2:38][CH2:39][CH2:40]1. The yield is 0.130. (2) The reactants are [Br:1][C:2]1[C:7]([O:8][CH3:9])=[CH:6][C:5]([CH:10]([OH:12])[CH3:11])=[CH:4][C:3]=1[O:13][CH3:14]. The catalyst is C(Cl)Cl.O=[Mn]=O. The product is [Br:1][C:2]1[C:7]([O:8][CH3:9])=[CH:6][C:5]([C:10](=[O:12])[CH3:11])=[CH:4][C:3]=1[O:13][CH3:14]. The yield is 0.970. (3) The reactants are [CH2:1]([O:5][C:6]1[CH:7]=[C:8]([CH2:13][OH:14])[CH:9]=[CH:10][C:11]=1[I:12])[CH2:2][CH2:3][CH3:4]. The catalyst is ClCCl.[O-2].[O-2].[Mn+4]. The product is [CH2:1]([O:5][C:6]1[CH:7]=[C:8]([CH:9]=[CH:10][C:11]=1[I:12])[CH:13]=[O:14])[CH2:2][CH2:3][CH3:4]. The yield is 0.780. (4) No catalyst specified. The product is [CH2:1]([C:9]1[CH:29]=[CH:28][C:12]([CH2:13][N:14]2[CH2:18][CH2:17][N:16]([CH2:19][C:20]([OH:22])=[O:21])[C:15]2=[O:27])=[CH:11][CH:10]=1)[CH2:2][CH2:3][CH2:4][CH2:5][CH2:6][CH2:7][CH3:8]. The yield is 0.460. The reactants are [CH2:1]([C:9]1[CH:29]=[CH:28][C:12]([CH2:13][N:14]2[CH2:18][CH2:17][N:16]([CH2:19][C:20]([O:22]C(C)(C)C)=[O:21])[C:15]2=[O:27])=[CH:11][CH:10]=1)[CH2:2][CH2:3][CH2:4][CH2:5][CH2:6][CH2:7][CH3:8].C(C1C=CC(N2CCN(CC(OC(C)(C)C)=O)CC2)=CC=1)CCCCCCC. (5) The reactants are Cl[C:2]1[N:10]=[CH:9][N:8]=[C:7]2[C:3]=1[N:4]=[C:5]([C:18]1[CH:23]=[CH:22][CH:21]=[CH:20][C:19]=1[Cl:24])[N:6]2[C:11]1[CH:16]=[CH:15][C:14]([Cl:17])=[CH:13][CH:12]=1.[C:25]1([C:31]2([NH:37][C:38](=[O:44])[O:39][C:40]([CH3:43])([CH3:42])[CH3:41])[CH2:36][CH2:35][NH:34][CH2:33][CH2:32]2)[CH:30]=[CH:29][CH:28]=[CH:27][CH:26]=1.C(N(CC)CC)C. The catalyst is C(O)C. The product is [Cl:24][C:19]1[CH:20]=[CH:21][CH:22]=[CH:23][C:18]=1[C:5]1[N:6]([C:11]2[CH:16]=[CH:15][C:14]([Cl:17])=[CH:13][CH:12]=2)[C:7]2[C:3]([N:4]=1)=[C:2]([N:34]1[CH2:33][CH2:32][C:31]([NH:37][C:38](=[O:44])[O:39][C:40]([CH3:42])([CH3:41])[CH3:43])([C:25]3[CH:30]=[CH:29][CH:28]=[CH:27][CH:26]=3)[CH2:36][CH2:35]1)[N:10]=[CH:9][N:8]=2. The yield is 0.840. (6) The reactants are CC1C=CC(C)=CC=1SCCCCCC(O)=O.[CH3:18][O:19][C:20]1[CH:21]=[C:22]([SH:26])[CH:23]=[CH:24][CH:25]=1.Br[CH2:28][CH2:29][CH2:30][CH2:31][CH2:32][CH2:33][CH2:34][CH2:35][CH2:36][C:37]([O:39]CC)=[O:38].[OH-].[K+]. The catalyst is O.C(O)C. The product is [CH3:18][O:19][C:20]1[CH:21]=[C:22]([S:26][CH2:28][CH2:29][CH2:30][CH2:31][CH2:32][CH2:33][CH2:34][CH2:35][CH2:36][C:37]([OH:39])=[O:38])[CH:23]=[CH:24][CH:25]=1. The yield is 0.880.